Dataset: Forward reaction prediction with 1.9M reactions from USPTO patents (1976-2016). Task: Predict the product of the given reaction. Given the reactants [C:1]1([C:20]2[CH:25]=[CH:24][CH:23]=[CH:22][CH:21]=2)[CH:6]=[CH:5][CH:4]=[CH:3][C:2]=1[CH2:7][N:8]1[C:16]2[C:11](=[C:12]([O:17]C)[CH:13]=[CH:14][CH:15]=2)[CH:10]=[C:9]1[CH3:19], predict the reaction product. The product is: [C:1]1([C:20]2[CH:25]=[CH:24][CH:23]=[CH:22][CH:21]=2)[CH:6]=[CH:5][CH:4]=[CH:3][C:2]=1[CH2:7][N:8]1[C:16]2[C:11](=[C:12]([OH:17])[CH:13]=[CH:14][CH:15]=2)[CH:10]=[C:9]1[CH3:19].